From a dataset of TCR-epitope binding with 47,182 pairs between 192 epitopes and 23,139 TCRs. Binary Classification. Given a T-cell receptor sequence (or CDR3 region) and an epitope sequence, predict whether binding occurs between them. (1) The epitope is AVFDRKSDAK. The TCR CDR3 sequence is CASSQDPGTGTDEQYF. Result: 1 (the TCR binds to the epitope). (2) The epitope is KLWAQCVQL. The TCR CDR3 sequence is CASSQDGYSDFYNEQFF. Result: 1 (the TCR binds to the epitope). (3) The epitope is KAYNVTQAF. The TCR CDR3 sequence is CSVPGGRAFF. Result: 1 (the TCR binds to the epitope). (4) The epitope is KLGGALQAK. The TCR CDR3 sequence is CSVVGTGELFF. Result: 1 (the TCR binds to the epitope). (5) The epitope is KLSYGIATV. The TCR CDR3 sequence is CASSPRPAGLAEYNEQFF. Result: 1 (the TCR binds to the epitope). (6) The epitope is FPRPWLHGL. The TCR CDR3 sequence is CASSQTGNTEAFF. Result: 0 (the TCR does not bind to the epitope). (7) The epitope is MPASWVMRI. The TCR CDR3 sequence is CASSETGTGGDTEAFF. Result: 0 (the TCR does not bind to the epitope). (8) The epitope is GTITSGWTF. The TCR CDR3 sequence is CASRLTWDTIGEQYF. Result: 1 (the TCR binds to the epitope). (9) The epitope is NLVPMVATV. The TCR CDR3 sequence is CSVEGDGTYEQYF. Result: 1 (the TCR binds to the epitope).